This data is from Reaction yield outcomes from USPTO patents with 853,638 reactions. The task is: Predict the reaction yield, written as a fraction of the theoretical maximum amount of product (1.0 means a 100% yield; for example, 0.34 means a 34% yield). (1) The reactants are CN1CCC[C@H]1C(O)=O.C[O:11][C:12](=[O:35])[C@@H:13]1[CH2:17][CH2:16][CH2:15][N:14]1[C:18]([C:20]1[CH:21]=[CH:22][C:23]2[C:24]3[C:29]([C:30](=[O:34])[NH:31][C:32]=2[CH:33]=1)=[CH:28][CH:27]=[CH:26][CH:25]=3)=[O:19].[OH-].[Na+].Cl. The catalyst is C(Cl)Cl.O1CCOCC1. The product is [O:34]=[C:30]1[C:29]2[C:24](=[CH:25][CH:26]=[CH:27][CH:28]=2)[C:23]2[CH:22]=[CH:21][C:20]([C:18]([N:14]3[CH2:15][CH2:16][CH2:17][C@H:13]3[C:12]([OH:35])=[O:11])=[O:19])=[CH:33][C:32]=2[NH:31]1. The yield is 0.600. (2) The reactants are [I:1][C:2]1[CH:9]=[CH:8][C:5]([C:6]#[N:7])=[CH:4][C:3]=1[CH3:10].Cl.[NH2:12][OH:13].C(=O)(O)[O-].[Na+]. The catalyst is CO. The product is [OH:13][N:12]=[C:6]([NH2:7])[C:5]1[CH:8]=[CH:9][C:2]([I:1])=[C:3]([CH3:10])[CH:4]=1. The yield is 0.950. (3) The reactants are [CH:1]([N:4]1[C:12]2[CH:11]=[C:10]([NH:13][C:14]3[CH:19]=[CH:18][N:17]=[C:16]([C:20]4[CH:21]=[N:22][N:23]([CH2:25][CH:26]5[CH2:30][CH2:29][N:28](C(OC(C)(C)C)=O)[CH2:27]5)[CH:24]=4)[N:15]=3)[N:9]=[CH:8][C:7]=2[N:6]=[C:5]1[CH3:38])([CH3:3])[CH3:2].ClCCl.CO.Cl. No catalyst specified. The product is [CH:1]([N:4]1[C:12]2[CH:11]=[C:10]([NH:13][C:14]3[CH:19]=[CH:18][N:17]=[C:16]([C:20]4[CH:21]=[N:22][N:23]([CH2:25][CH:26]5[CH2:30][CH2:29][NH:28][CH2:27]5)[CH:24]=4)[N:15]=3)[N:9]=[CH:8][C:7]=2[N:6]=[C:5]1[CH3:38])([CH3:3])[CH3:2]. The yield is 0.120. (4) The reactants are [OH:1][C:2]1[CH:7]=[C:6]([O:8][CH2:9][O:10][CH3:11])[CH:5]=[CH:4][C:3]=1[C:12]1[C:13]([CH2:25][OH:26])=[C:14]2[C:19](=[CH:20][CH:21]=1)[NH:18][C:17]([CH3:23])([CH3:22])[CH:16]=[C:15]2[CH3:24].CI.[C:29](=O)([O-])[O-].[K+].[K+]. The catalyst is CN(C)C=O.C(OCC)(=O)C.C(OCC)C. The product is [OH:26][CH2:25][C:13]1[C:12]([C:3]2[CH:4]=[CH:5][C:6]([O:8][CH2:9][O:10][CH3:11])=[CH:7][C:2]=2[O:1][CH3:29])=[CH:21][CH:20]=[C:19]2[C:14]=1[C:15]([CH3:24])=[CH:16][C:17]([CH3:23])([CH3:22])[NH:18]2. The yield is 0.660. (5) The reactants are [N+:1]([O-:4])(O)=[O:2].[CH2:5]([C:7]1[C:16]2[C:11](=[CH:12][CH:13]=[CH:14][CH:15]=2)[CH:10]=[CH:9][CH:8]=1)[CH3:6]. The catalyst is O. The product is [CH2:5]([C:7]1[C:16]2[C:11](=[CH:12][CH:13]=[CH:14][CH:15]=2)[C:10]([N+:1]([O-:4])=[O:2])=[CH:9][CH:8]=1)[CH3:6]. The yield is 0.840. (6) The reactants are C([O:4][C@@H:5]1[C@@H:12]([O:13]C(=O)C)[C@H:11]([O:17]C(=O)C)[C@@H:10]([CH2:21][O:22]C(=O)C)[O:9][C:6]1([C:26]1[CH:31]=[C:30]([CH2:32][C:33]2[CH:42]=[C:41]3[C:35](=[CH:36][CH:37]=[CH:38][CH:39]=[CH:40]3)[CH:34]=2)[CH:29]=[CH:28][C:27]=1[O:43]C(=O)C)OC)(=O)C.C([SiH](CC)CC)C.FC(F)(F)S(O[Si](C)(C)C)(=O)=O.C(=O)([O-])O.[Na+].Cl. The catalyst is C(#N)C.C(O)(C)C.O.C1(C)C=CC=CC=1. The product is [CH:34]1[C:35]2[C:41]([CH:40]=[CH:39][CH:38]=[CH:37][CH:36]=2)=[CH:42][C:33]=1[CH2:32][C:30]1[CH:29]=[CH:28][C:27]([OH:43])=[C:26]([C@@H:6]2[O:9][C@H:10]([CH2:21][OH:22])[C@@H:11]([OH:17])[C@H:12]([OH:13])[C@H:5]2[OH:4])[CH:31]=1. The yield is 0.690. (7) The reactants are Br[C:2]1[CH:3]=[C:4]2[C:9](=[CH:10][C:11]=1[CH3:12])[C:8]([CH3:14])([CH3:13])[CH:7]=[CH:6][C:5]2([CH3:16])[CH3:15].[Li]CCCC.C([O:25][B:26](OC(C)C)[O:27]C(C)C)(C)C.Cl. The catalyst is C1COCC1.C(OCC)(=O)C. The product is [CH3:12][C:11]1[C:2]([B:26]([OH:27])[OH:25])=[CH:3][C:4]2[C:5]([CH3:16])([CH3:15])[CH:6]=[CH:7][C:8]([CH3:14])([CH3:13])[C:9]=2[CH:10]=1. The yield is 0.720.